Dataset: NCI-60 drug combinations with 297,098 pairs across 59 cell lines. Task: Regression. Given two drug SMILES strings and cell line genomic features, predict the synergy score measuring deviation from expected non-interaction effect. Drug 1: CCC1(CC2CC(C3=C(CCN(C2)C1)C4=CC=CC=C4N3)(C5=C(C=C6C(=C5)C78CCN9C7C(C=CC9)(C(C(C8N6C)(C(=O)OC)O)OC(=O)C)CC)OC)C(=O)OC)O.OS(=O)(=O)O. Drug 2: C1=NC2=C(N=C(N=C2N1C3C(C(C(O3)CO)O)F)Cl)N. Cell line: MALME-3M. Synergy scores: CSS=3.80, Synergy_ZIP=-1.12, Synergy_Bliss=1.94, Synergy_Loewe=0.509, Synergy_HSA=1.24.